The task is: Predict the reactants needed to synthesize the given product.. This data is from Full USPTO retrosynthesis dataset with 1.9M reactions from patents (1976-2016). (1) Given the product [C:1]([O:5][C:6](=[O:23])[CH2:7][C:8]1[C:9]([CH3:22])=[N:10][N:11]([CH2:14][C:15]2[CH:20]=[CH:19][C:18]([C:24]#[CH:25])=[CH:17][CH:16]=2)[C:12]=1[CH3:13])([CH3:4])([CH3:3])[CH3:2], predict the reactants needed to synthesize it. The reactants are: [C:1]([O:5][C:6](=[O:23])[CH2:7][C:8]1[C:9]([CH3:22])=[N:10][N:11]([CH2:14][C:15]2[CH:20]=[CH:19][C:18](I)=[CH:17][CH:16]=2)[C:12]=1[CH3:13])([CH3:4])([CH3:3])[CH3:2].[CH:24](N(C(C)C)CC)(C)[CH3:25].[F-].C([N+](CCCC)(CCCC)CCCC)CCC. (2) Given the product [F:25][C:20]1[CH:21]=[N:22][CH:23]=[CH:24][C:19]=1[CH2:18][S:8][C:6]1[N:5]=[C:4]([OH:9])[CH:3]=[C:2]([CH3:1])[N:7]=1, predict the reactants needed to synthesize it. The reactants are: [CH3:1][C:2]1[N:7]=[C:6]([SH:8])[N:5]=[C:4]([OH:9])[CH:3]=1.C(N(CC)CC)C.Br[CH2:18][C:19]1[CH:24]=[CH:23][N:22]=[CH:21][C:20]=1[F:25].